Dataset: Forward reaction prediction with 1.9M reactions from USPTO patents (1976-2016). Task: Predict the product of the given reaction. Given the reactants [Li+].[OH-].[CH3:3][N:4]([CH3:25])[C:5]([C:7]1[CH:8]=[CH:9][C:10]([O:17][CH2:18][C:19]2[CH:24]=[CH:23][CH:22]=[CH:21][CH:20]=2)=[C:11]([CH:16]=1)[C:12]([O:14]C)=[O:13])=[O:6].Cl, predict the reaction product. The product is: [CH3:3][N:4]([CH3:25])[C:5]([C:7]1[CH:8]=[CH:9][C:10]([O:17][CH2:18][C:19]2[CH:24]=[CH:23][CH:22]=[CH:21][CH:20]=2)=[C:11]([CH:16]=1)[C:12]([OH:14])=[O:13])=[O:6].